Predict the reactants needed to synthesize the given product. From a dataset of Full USPTO retrosynthesis dataset with 1.9M reactions from patents (1976-2016). (1) Given the product [Si:1]([O:8][CH:9]1[CH2:10][CH2:11][CH:12]([CH2:15][C@H:16]([NH:20][C:21](=[O:27])[O:22][C:23]([CH3:26])([CH3:25])[CH3:24])[CH2:17][N:18]([CH3:19])[C:35]([O:37][CH2:38][C:39]2[CH:44]=[CH:43][CH:42]=[CH:41][CH:40]=2)=[O:36])[CH2:13][CH2:14]1)([C:4]([CH3:6])([CH3:7])[CH3:5])([CH3:3])[CH3:2], predict the reactants needed to synthesize it. The reactants are: [Si:1]([O:8][CH:9]1[CH2:14][CH2:13][CH:12]([CH2:15][C@H:16]([NH:20][C:21](=[O:27])[O:22][C:23]([CH3:26])([CH3:25])[CH3:24])[CH2:17][NH:18][CH3:19])[CH2:11][CH2:10]1)([C:4]([CH3:7])([CH3:6])[CH3:5])([CH3:3])[CH3:2].CCN(CC)CC.[C:35](Cl)([O:37][CH2:38][C:39]1[CH:44]=[CH:43][CH:42]=[CH:41][CH:40]=1)=[O:36].O. (2) Given the product [OH:25][CH2:24][C:21]1[CH:20]=[CH:19][C:18]([C:16]([N:15]([CH3:27])[CH2:14][CH2:13][CH2:12][N:11]([CH3:28])[C:9](=[O:10])[O:8][CH2:1][C:2]2[CH:3]=[CH:4][CH:5]=[CH:6][CH:7]=2)=[O:17])=[N:23][CH:22]=1, predict the reactants needed to synthesize it. The reactants are: [CH2:1]([O:8][C:9]([N:11]([CH3:28])[CH2:12][CH2:13][CH2:14][N:15]([CH3:27])[C:16]([C:18]1[N:23]=[CH:22][C:21]([C:24](O)=[O:25])=[CH:20][CH:19]=1)=[O:17])=[O:10])[C:2]1[CH:7]=[CH:6][CH:5]=[CH:4][CH:3]=1.B.O1CCCC1.CO. (3) Given the product [Br:1][C:2]1[C:3]2[O:10][C:12]([C:13]([C:15]3[CH:20]=[CH:19][CH:18]=[C:17]([Cl:21])[CH:16]=3)=[O:14])=[CH:5][C:4]=2[CH:7]=[CH:8][CH:9]=1, predict the reactants needed to synthesize it. The reactants are: [Br:1][C:2]1[C:3]([OH:10])=[C:4]([CH:7]=[CH:8][CH:9]=1)[CH:5]=O.Br[CH2:12][C:13]([C:15]1[CH:20]=[CH:19][CH:18]=[C:17]([Cl:21])[CH:16]=1)=[O:14]. (4) The reactants are: [OH:1][NH:2][C:3]([C:5]([NH:12][C:13]([C:15]1[CH:20]=[C:19]([O:21][CH2:22][C:23]([F:26])([F:25])[F:24])[C:18](Br)=[CH:17][N:16]=1)=[O:14])([CH3:11])[CH2:6][C:7]([CH3:10])([CH3:9])[CH3:8])=[NH:4].[CH:28]1([B-](F)(F)F)[CH2:30][CH2:29]1.[K+].[CH2:36](P(C12CC3CC(CC(C3)C1)C2)C12CC3CC(CC(C3)C1)C2)[CH2:37]CC.C(=O)([O-])[O-].[Cs+].[Cs+]. Given the product [CH3:11][C:5]([NH:12][C:13]([C:15]1[CH:20]=[C:19]([O:21][CH2:22][C:23]([F:26])([F:25])[F:24])[C:18]([CH:28]2[CH2:30][CH2:29]2)=[CH:17][N:16]=1)=[O:14])([C:3]1[N:4]=[C:36]([CH3:37])[O:1][N:2]=1)[CH2:6][C:7]([CH3:10])([CH3:9])[CH3:8], predict the reactants needed to synthesize it. (5) Given the product [Cl:16][C:17]1[CH:18]=[C:19]([CH:23]=[CH:24][C:25]=1[CH:26]1[CH2:27][CH2:28][CH2:29][CH2:30][CH2:31]1)[C:20]([NH:15][CH2:14][CH2:13][C:10]1[CH:11]=[CH:12][C:7]([CH2:6][N:1]2[CH2:5][CH2:4][CH2:3][CH2:2]2)=[CH:8][CH:9]=1)=[O:21], predict the reactants needed to synthesize it. The reactants are: [N:1]1([CH2:6][C:7]2[CH:12]=[CH:11][C:10]([CH2:13][CH2:14][NH2:15])=[CH:9][CH:8]=2)[CH2:5][CH2:4][CH2:3][CH2:2]1.[Cl:16][C:17]1[CH:18]=[C:19]([CH:23]=[CH:24][C:25]=1[CH:26]1[CH2:31][CH2:30][CH2:29][CH2:28][CH2:27]1)[C:20](O)=[O:21]. (6) Given the product [C:22]([C@@H:20]([C@H:18]([C:17]([O-:26])=[O:25])[OH:19])[OH:21])([O-:24])=[O:23].[CH:12]12[CH2:16][CH:1]([CH2:15][NH:14][CH2:13]1)[C:2]1[CH:3]=[C:4]3[C:9]([N:8]=[CH:7][CH:6]=[N:5]3)=[CH:10][C:11]2=1, predict the reactants needed to synthesize it. The reactants are: [CH:1]12[CH2:16][CH:12]([CH2:13][NH:14][CH2:15]1)[C:11]1[CH:10]=[C:9]3[C:4]([N:5]=[CH:6][CH:7]=[N:8]3)=[CH:3][C:2]2=1.[C:17]([OH:26])(=[O:25])[C@@H:18]([C@H:20]([C:22]([OH:24])=[O:23])[OH:21])[OH:19]. (7) The reactants are: [O:1]=[C:2]1[NH:7][CH:6]=[CH:5][N:4]([S:8]([C:11]2[CH:17]=[CH:16][C:14]([CH3:15])=[CH:13][CH:12]=2)(=[O:10])=[O:9])[C@@H:3]1[CH2:18][C:19]([OH:21])=O.[NH2:22][C@@H:23]1[CH2:32][CH2:31][CH2:30][C:29]2[CH:28]=[C:27]([CH2:33]O)[CH:26]=[CH:25][C:24]1=2.C1C=C[C:38]2N(O)N=[N:41][C:39]=2[CH:40]=1.CCN=C=NCCCN(C)C. Given the product [CH:39]1([NH:41][CH2:33][C:27]2[CH:28]=[C:29]3[C:24](=[CH:25][CH:26]=2)[C@H:23]([NH:22][C:19](=[O:21])[CH2:18][C@@H:3]2[C:2](=[O:1])[NH:7][CH:6]=[CH:5][N:4]2[S:8]([C:11]2[CH:17]=[CH:16][C:14]([CH3:15])=[CH:13][CH:12]=2)(=[O:10])=[O:9])[CH2:32][CH2:31][CH2:30]3)[CH2:40][CH2:38]1, predict the reactants needed to synthesize it. (8) Given the product [CH:1]([C:4]1[CH:5]=[CH:6][C:7]([C:10]2([CH3:25])[C:14]3[C:15]([CH3:21])=[CH:16][C:17]([CH3:20])=[C:18]([CH3:19])[C:13]=3[O:12][C:11]2=[O:22])=[CH:8][CH:9]=1)([CH3:3])[CH3:2], predict the reactants needed to synthesize it. The reactants are: [CH:1]([C:4]1[CH:9]=[CH:8][C:7]([CH:10]2[C:14]3[C:15]([CH3:21])=[CH:16][C:17]([CH3:20])=[C:18]([CH3:19])[C:13]=3[O:12][C:11]2=[O:22])=[CH:6][CH:5]=1)([CH3:3])[CH3:2].[H-].[Na+].[CH3:25]I.O.